Task: Binary Classification. Given a drug SMILES string, predict its activity (active/inactive) in a high-throughput screening assay against a specified biological target.. Dataset: HIV replication inhibition screening data with 41,000+ compounds from the AIDS Antiviral Screen (1) The molecule is COc1nn(C)c(=O)c2cccnc12. The result is 0 (inactive). (2) The compound is Cc1coc2c1C(=O)C(=O)c1c-2ccc2c1CCCC2(C)C. The result is 0 (inactive).